This data is from Drug-target binding data from BindingDB using IC50 measurements. The task is: Regression. Given a target protein amino acid sequence and a drug SMILES string, predict the binding affinity score between them. We predict pIC50 (pIC50 = -log10(IC50 in M); higher means more potent). Dataset: bindingdb_ic50. (1) The pIC50 is 4.3. The small molecule is OC[C@H]1O[C@@H](O[C@@H]2OC=C[C@H]3[C@H](O)[C@@H]4O[C@]4(CO)[C@@H]23)[C@H](O)[C@@H](O)[C@@H]1O. The target protein (P19821) has sequence MRGMLPLFEPKGRVLLVDGHHLAYRTFHALKGLTTSRGEPVQAVYGFAKSLLKALKEDGDAVIVVFDAKAPSFRHEAYGGYKAGRAPTPEDFPRQLALIKELVDLLGLARLEVPGYEADDVLASLAKKAEKEGYEVRILTADKDLYQLLSDRIHVLHPEGYLITPAWLWEKYGLRPDQWADYRALTGDESDNLPGVKGIGEKTARKLLEEWGSLEALLKNLDRLKPAIREKILAHMDDLKLSWDLAKVRTDLPLEVDFAKRREPDRERLRAFLERLEFGSLLHEFGLLESPKALEEAPWPPPEGAFVGFVLSRKEPMWADLLALAAARGGRVHRAPEPYKALRDLKEARGLLAKDLSVLALREGLGLPPGDDPMLLAYLLDPSNTTPEGVARRYGGEWTEEAGERAALSERLFANLWGRLEGEERLLWLYREVERPLSAVLAHMEATGVRLDVAYLRALSLEVAEEIARLEAEVFRLAGHPFNLNSRDQLERVLFDELGL.... (2) The drug is C[C@@]1(CSc2nc3ccccc3s2)S[C@@H]2[C@@H](Br)C(=O)N2[C@H]1C(=O)O. The target protein (P00809) has sequence MILKNKRMLKIGICVGILGLSITSLEAFTGESLQVEAKEKTGQVKHKNQATHKEFSQLEKKFDARLGVYAIDTGTNQTISYRPNERFAFASTYKALAAGVLLQQNSIDSLNEVITYTKEDLVDYSPVTEKHVDTGMKLGEIAEAAVRSSDNTAGNILFNKIGGPKGYEKALRHMGDRITMSNRFETELNEAIPGDIRDTSTAKAIATNLKAFTVGNALPAEKRKILTEWMKGNATGDKLIRAGIPTDWVVGDKSGAGSYGTRNDIAVVWPPNSAPIIVLISSKDEKEAIYNDQLIAEATKVIVKGS. The pIC50 is 2.3. (3) The small molecule is CCCCC[C@H](O)/C=C/[C@H]1[C@H](O)C[C@H](O)[C@@H]1C/C=C\CCCC(=O)O. The target protein (P37289) has sequence MSTNSSIQPVSPESELLSNTTCQLEEDLSISFSIIFMTVGILSNSLAIAILMKAYQRFRQKYKSSFLLLASALVITDFFGHLINGTIAVFVYASDKDWIYFDKSNILCSIFGICMVFSGLCPLFLGSLMAIERCIGVTKPIFHSTKITTKHVKMMLSGVCFFAVFVALLPILGHRDYKIQASRTWCFYKTDEIKDWEDRFYLLLFAFLGLLALGISFVCNAITGISLLKVKFRSQQHRQGRSHHFEMVIQLLGIMCVSCICWSPFLVTMASIGMNIQDFKDSCERTLFTLRMATWNQILDPWVYILLRKAVLRNLYVCTRRCCGVHVISLHVWELSSIKDSLKVAAISDLPVTEKVTQQTST. The pIC50 is 6.8.